The task is: Predict the reactants needed to synthesize the given product.. This data is from Full USPTO retrosynthesis dataset with 1.9M reactions from patents (1976-2016). (1) Given the product [O:1]=[C:2]1[N:6]([C:7]2[CH:14]=[CH:13][C:10]([C:11]#[N:12])=[C:9]([C:15]([F:18])([F:16])[F:17])[CH:8]=2)[C@@H:5]2[CH2:19][CH2:20][CH2:21][CH2:22][C@H:4]2[N:3]1[CH2:30][C:31](=[O:33])[CH3:32], predict the reactants needed to synthesize it. The reactants are: [O:1]=[C:2]1[N:6]([C:7]2[CH:14]=[CH:13][C:10]([C:11]#[N:12])=[C:9]([C:15]([F:18])([F:17])[F:16])[CH:8]=2)[C@@H:5]2[CH2:19][CH2:20][CH2:21][CH2:22][C@H:4]2[NH:3]1.C([O-])([O-])=O.[Cs+].[Cs+].Cl[CH2:30][C:31](=[O:33])[CH3:32]. (2) Given the product [ClH:30].[CH3:1][N:2]1[CH2:3][CH2:4][N:5]([CH2:8][N:9]2[C:17]3[C:12](=[CH:13][CH:14]=[CH:15][CH:16]=3)[C:11]3([C:21]4=[CH:22][C:23]5[O:27][CH2:26][O:25][C:24]=5[CH:28]=[C:20]4[O:19][CH2:18]3)[C:10]2=[O:29])[CH2:6][CH2:7]1, predict the reactants needed to synthesize it. The reactants are: [CH3:1][N:2]1[CH2:7][CH2:6][N:5]([CH2:8][N:9]2[C:17]3[C:12](=[CH:13][CH:14]=[CH:15][CH:16]=3)[C:11]3([C:21]4=[CH:22][C:23]5[O:27][CH2:26][O:25][C:24]=5[CH:28]=[C:20]4[O:19][CH2:18]3)[C:10]2=[O:29])[CH2:4][CH2:3]1.[ClH:30]. (3) Given the product [F:1][C:2]1[CH:3]=[CH:4][C:5]([O:22][CH3:23])=[C:6]([C:8]2[CH:13]=[CH:12][N:11]=[C:10]3[NH:14][C:15]([CH:17]4[CH2:21][CH2:20][N:19]([C:31](=[O:33])[CH3:32])[CH2:18]4)=[CH:16][C:9]=23)[CH:7]=1, predict the reactants needed to synthesize it. The reactants are: [F:1][C:2]1[CH:3]=[CH:4][C:5]([O:22][CH3:23])=[C:6]([C:8]2[CH:13]=[CH:12][N:11]=[C:10]3[NH:14][C:15]([CH:17]4[CH2:21][CH2:20][NH:19][CH2:18]4)=[CH:16][C:9]=23)[CH:7]=1.C(N(CC)CC)C.[C:31](Cl)(=[O:33])[CH3:32].